Dataset: Peptide-MHC class I binding affinity with 185,985 pairs from IEDB/IMGT. Task: Regression. Given a peptide amino acid sequence and an MHC pseudo amino acid sequence, predict their binding affinity value. This is MHC class I binding data. The peptide sequence is TTNNLLEQL. The MHC is HLA-A02:06 with pseudo-sequence HLA-A02:06. The binding affinity (normalized) is 0.259.